This data is from Full USPTO retrosynthesis dataset with 1.9M reactions from patents (1976-2016). The task is: Predict the reactants needed to synthesize the given product. (1) Given the product [O:29]=[C:28]1[C:27]2[C:22](=[CH:23][CH:24]=[CH:25][CH:26]=2)[C:21](=[O:30])[N:20]1[CH:15]1[CH2:16][CH2:17][C:18](=[O:19])[N:13]([CH2:12][O:11][C:3]([C:4]2[C:5]([C:1]([OH:10])=[O:2])=[CH:6][S:7][CH:8]=2)=[O:9])[C:14]1=[O:31], predict the reactants needed to synthesize it. The reactants are: [C:1]1(=[O:10])[C:5]2=[CH:6][S:7][CH:8]=[C:4]2[C:3](=[O:9])[O:2]1.[OH:11][CH2:12][N:13]1[C:18](=[O:19])[CH2:17][CH2:16][CH:15]([N:20]2[C:28](=[O:29])[C:27]3[C:22](=[CH:23][CH:24]=[CH:25][CH:26]=3)[C:21]2=[O:30])[C:14]1=[O:31]. (2) Given the product [Cl:23][C:24]1[CH:25]=[CH:26][C:27]([N:30]([CH:34]([CH3:36])[CH3:35])[C:31]([N:11]2[C:10](=[O:15])[N:9]([CH2:8][C:3]3[CH:4]=[CH:5][CH:6]=[CH:7][C:2]=3[CH3:1])[C:13](=[O:14])[O:12]2)=[O:32])=[CH:28][CH:29]=1, predict the reactants needed to synthesize it. The reactants are: [CH3:1][C:2]1[CH:7]=[CH:6][CH:5]=[CH:4][C:3]=1[CH2:8][N:9]1[C:13](=[O:14])[O:12][N:11]=[C:10]1[O:15]CC1C=CC=CC=1.[Cl:23][C:24]1[CH:29]=[CH:28][C:27]([N:30]([CH:34]([CH3:36])[CH3:35])[C:31](Cl)=[O:32])=[CH:26][CH:25]=1.Cl. (3) Given the product [CH2:1]1[O:9][C:8]2[C:3](=[C:4]([NH:10][C:11](=[O:35])[CH2:12][N:13]3[CH:17]=[C:16]([O:18][C:19]4[C:28]5[C:23](=[CH:24][C:25]([O:33][CH3:34])=[C:26]([O:29][CH2:30][CH2:31][N:40]6[CH2:41][CH2:42][CH:37]([OH:36])[CH2:38][CH2:39]6)[CH:27]=5)[N:22]=[CH:21][N:20]=4)[CH:15]=[N:14]3)[CH:5]=[CH:6][CH:7]=2)[O:2]1, predict the reactants needed to synthesize it. The reactants are: [CH2:1]1[O:9][C:8]2[C:3](=[C:4]([NH:10][C:11](=[O:35])[CH2:12][N:13]3[CH:17]=[C:16]([O:18][C:19]4[C:28]5[C:23](=[CH:24][C:25]([O:33][CH3:34])=[C:26]([O:29][CH2:30][CH2:31]Cl)[CH:27]=5)[N:22]=[CH:21][N:20]=4)[CH:15]=[N:14]3)[CH:5]=[CH:6][CH:7]=2)[O:2]1.[OH:36][CH:37]1[CH2:42][CH2:41][NH:40][CH2:39][CH2:38]1. (4) Given the product [F:1][C:2]1[CH:17]=[CH:16][C:5]([CH2:6][N:7]2[CH2:12][C@H:11]([CH3:13])[O:10]/[C:9](=[CH:45]\[C:44]3[CH:47]=[CH:48][C:49]([N:50]4[CH:54]=[C:53]([CH3:55])[N:52]=[CH:51]4)=[C:42]([F:41])[CH:43]=3)/[C:8]2=[O:15])=[CH:4][CH:3]=1, predict the reactants needed to synthesize it. The reactants are: [F:1][C:2]1[CH:17]=[CH:16][C:5]([CH2:6][N:7]2[CH2:12][CH:11]([CH3:13])[O:10][C@H:9](O)[C:8]2=[O:15])=[CH:4][CH:3]=1.S(Cl)(Cl)=O.C1(P(C2C=CC=CC=2)C2C=CC=CC=2)C=CC=CC=1.[F:41][C:42]1[CH:43]=[C:44]([CH:47]=[CH:48][C:49]=1[N:50]1[CH:54]=[C:53]([CH3:55])[N:52]=[CH:51]1)[CH:45]=O. (5) Given the product [C:1]([O:5][C@@H:6]([C:12]1[C:35]([CH3:36])=[CH:34][C:15]2[N:16]=[C:17]([C:19]3[CH:24]=[CH:23][N:22]=[C:21]([N:25]4[CH2:30][CH2:29][N:28]([CH:31]([CH3:32])[CH3:33])[CH2:27][CH2:26]4)[CH:20]=3)[S:18][C:14]=2[C:13]=1[C:37]1[CH:42]=[CH:41][C:40]([Cl:43])=[CH:39][CH:38]=1)[C:7]([OH:9])=[O:8])([CH3:3])([CH3:4])[CH3:2], predict the reactants needed to synthesize it. The reactants are: [C:1]([O:5][C@@H:6]([C:12]1[C:35]([CH3:36])=[CH:34][C:15]2[N:16]=[C:17]([C:19]3[CH:24]=[CH:23][N:22]=[C:21]([N:25]4[CH2:30][CH2:29][N:28]([CH:31]([CH3:33])[CH3:32])[CH2:27][CH2:26]4)[CH:20]=3)[S:18][C:14]=2[C:13]=1[C:37]1[CH:42]=[CH:41][C:40]([Cl:43])=[CH:39][CH:38]=1)[C:7]([O:9]CC)=[O:8])([CH3:4])([CH3:3])[CH3:2].[OH-].[Na+].C1COCC1.CN(C=O)C. (6) Given the product [O:28]=[C:27]1[C:26]2[C:21](=[CH:22][CH:23]=[CH:24][CH:25]=2)[NH:20][CH:19]=[C:18]1[C:16]([NH:15][C:14]1[CH:13]=[C:12]2[C:8]([CH:9]=[CH:10][NH:11]2)=[CH:7][C:6]=1[C:4]([OH:5])=[O:3])=[O:17], predict the reactants needed to synthesize it. The reactants are: C([O:3][C:4]([C:6]1[CH:7]=[C:8]2[C:12](=[CH:13][C:14]=1[NH:15][C:16]([C:18]1[C:27](=[O:28])[C:26]3[C:21](=[CH:22][CH:23]=[CH:24][CH:25]=3)[NH:20][CH:19]=1)=[O:17])[NH:11][CH:10]=[CH:9]2)=[O:5])C.[OH-].[Na+]. (7) Given the product [C:23]([O:22][C:20]([N:1]1[C:9]2[CH:8]=[CH:7][CH:6]=[C:5]([C:10]([OH:12])=[O:11])[C:4]=2[CH:3]=[CH:2]1)=[O:21])([CH3:26])([CH3:24])[CH3:25], predict the reactants needed to synthesize it. The reactants are: [N:1]1([C:20]([O:22][C:23]([CH3:26])([CH3:25])[CH3:24])=[O:21])[C:9]2[CH:8]=[CH:7][CH:6]=[C:5]([C:10]([O:12]CC3C=CC=CC=3)=[O:11])[C:4]=2[CH:3]=[CH:2]1.[H][H].